From a dataset of Reaction yield outcomes from USPTO patents with 853,638 reactions. Predict the reaction yield, written as a fraction of the theoretical maximum amount of product (1.0 means a 100% yield; for example, 0.34 means a 34% yield). (1) The catalyst is C(O)=O. The yield is 0.800. The product is [CH2:1]([NH:8][C:9]([N:11]1[C@H:30]2[CH2:29][N:20]([CH2:21][C:22]3[CH:27]=[CH:26][CH:25]=[C:24]([F:28])[N:23]=3)[C:18](=[O:19])[C@H:17]([CH2:37][C:38]3[CH:43]=[CH:42][C:41]([O:44][CH2:45][C:46]4[CH:51]=[CH:50][CH:49]=[CH:48][CH:47]=4)=[CH:40][C:39]=3[F:52])[N:16]2[C:14](=[O:15])[CH2:13][N:12]1[CH2:53][CH:54]=[CH2:55])=[O:10])[C:2]1[CH:3]=[CH:4][CH:5]=[CH:6][CH:7]=1. The reactants are [CH2:1]([NH:8][C:9]([NH:11][N:12]([CH2:53][CH:54]=[CH2:55])[CH2:13][C:14]([NH:16][C@@H:17]([CH2:37][C:38]1[CH:43]=[CH:42][C:41]([O:44][CH2:45][C:46]2[CH:51]=[CH:50][CH:49]=[CH:48][CH:47]=2)=[CH:40][C:39]=1[F:52])[C:18]([N:20]([CH2:29][CH:30](OCC)OCC)[CH2:21][C:22]1[CH:27]=[CH:26][CH:25]=[C:24]([F:28])[N:23]=1)=[O:19])=[O:15])=[O:10])[C:2]1[CH:7]=[CH:6][CH:5]=[CH:4][CH:3]=1. (2) The reactants are [Br:1][C:2]1[CH:7]=[CH:6][C:5]([OH:8])=[CH:4][C:3]=1[CH2:9][N:10]([CH3:12])[CH3:11].[CH2:13](Br)[C:14]1[CH:19]=[CH:18][CH:17]=[CH:16][CH:15]=1.C(=O)([O-])[O-].[K+].[K+]. The catalyst is CN(C=O)C. The product is [CH2:13]([O:8][C:5]1[CH:6]=[CH:7][C:2]([Br:1])=[C:3]([CH2:9][N:10]([CH3:12])[CH3:11])[CH:4]=1)[C:14]1[CH:19]=[CH:18][CH:17]=[CH:16][CH:15]=1. The yield is 0.980.